This data is from Forward reaction prediction with 1.9M reactions from USPTO patents (1976-2016). The task is: Predict the product of the given reaction. Given the reactants [NH2:1][C:2]1[C:3]([C:9]([O:11]C)=O)=[N:4][C:5]([Br:8])=[CH:6][N:7]=1.[NH2:13][CH2:14][CH2:15][OH:16], predict the reaction product. The product is: [NH2:1][C:2]1[C:3]([C:9]([NH:13][CH2:14][CH2:15][OH:16])=[O:11])=[N:4][C:5]([Br:8])=[CH:6][N:7]=1.